Dataset: Reaction yield outcomes from USPTO patents with 853,638 reactions. Task: Predict the reaction yield, written as a fraction of the theoretical maximum amount of product (1.0 means a 100% yield; for example, 0.34 means a 34% yield). (1) The reactants are [CH2:1]([O:3][C:4]1[N:12]=[CH:11][C:10]([S:13]([N:16]2[CH2:21][CH2:20][N:19]([CH2:22][CH3:23])[CH2:18][CH2:17]2)(=[O:15])=[O:14])=[CH:9][C:5]=1[C:6]([OH:8])=O)[CH3:2].[NH2:24][C:25]1[C:26]([C:36]([NH2:38])=[O:37])=[N:27][N:28]([CH2:32][CH2:33][O:34][CH3:35])[C:29]=1[CH2:30][CH3:31]. The catalyst is C(OCC)(=O)C. The product is [C:36]([C:26]1[C:25]([NH:24][C:6](=[O:8])[C:5]2[CH:9]=[C:10]([S:13]([N:16]3[CH2:17][CH2:18][N:19]([CH2:22][CH3:23])[CH2:20][CH2:21]3)(=[O:14])=[O:15])[CH:11]=[N:12][C:4]=2[O:3][CH2:1][CH3:2])=[C:29]([CH2:30][CH3:31])[N:28]([CH2:32][CH2:33][O:34][CH3:35])[N:27]=1)(=[O:37])[NH2:38]. The yield is 0.145. (2) The reactants are [CH:1]1([CH2:4][CH2:5][O:6][C:7]2[CH:12]=[CH:11][N:10]([C:13]3[S:14][C:15]([C:19]([OH:21])=O)=[C:16]([CH3:18])[N:17]=3)[C:9](=[O:22])[CH:8]=2)[CH2:3][CH2:2]1.[CH2:23]([NH2:30])[C:24]1[CH:29]=[CH:28][CH:27]=[CH:26][CH:25]=1. No catalyst specified. The product is [CH2:23]([NH:30][C:19]([C:15]1[S:14][C:13]([N:10]2[CH:11]=[CH:12][C:7]([O:6][CH2:5][CH2:4][CH:1]3[CH2:2][CH2:3]3)=[CH:8][C:9]2=[O:22])=[N:17][C:16]=1[CH3:18])=[O:21])[C:24]1[CH:29]=[CH:28][CH:27]=[CH:26][CH:25]=1. The yield is 0.170. (3) The reactants are [F:1][C:2]1[CH:10]=[CH:9][C:5]([C:6]([OH:8])=[O:7])=[CH:4][C:3]=1[OH:11].[CH3:12]OC(OC)OC.S(=O)(=O)(O)O. The catalyst is CO. The product is [F:1][C:2]1[CH:10]=[CH:9][C:5]([C:6]([O:8][CH3:12])=[O:7])=[CH:4][C:3]=1[OH:11]. The yield is 0.980. (4) The catalyst is ClCCl.CN(C=O)C.C(OCC)(=O)C. The reactants are O[C@H:2]1[CH2:6][NH:5][C:4](=[O:7])[CH2:3]1.C(N(CC)CC)C.CS(Cl)(=O)=O.[Mn]([O-])(=O)(=O)=O.[N-:25]=[N+:26]=[N-:27].[Na+]. The product is [N:25]([C@@H:2]1[CH2:6][NH:5][C:4](=[O:7])[CH2:3]1)=[N+:26]=[N-:27]. The yield is 0.320. (5) The reactants are [F:1][C:2]1[CH:3]=[C:4]([C:27]2[C:28]([C:33]#[N:34])=[CH:29][CH:30]=[CH:31][CH:32]=2)[CH:5]=[CH:6][C:7]=1[CH2:8][C:9]1[C:14](=[O:15])[N:13]([C:16]2[CH:21]=[CH:20][C:19]([OH:22])=[CH:18][CH:17]=2)[C:12]([CH3:23])=[N:11][C:10]=1[CH2:24][CH2:25][CH3:26].Br[C:36]([CH3:42])([CH3:41])[C:37]([O:39][CH3:40])=[O:38].C(=O)([O-])[O-].[Cs+].[Cs+].C(OCC)(=O)C. The catalyst is CN(C)C=O.O. The product is [C:33]([C:28]1[CH:29]=[CH:30][CH:31]=[CH:32][C:27]=1[C:4]1[CH:5]=[CH:6][C:7]([CH2:8][C:9]2[C:14](=[O:15])[N:13]([C:16]3[CH:21]=[CH:20][C:19]([O:22][C:36]([CH3:42])([CH3:41])[C:37]([O:39][CH3:40])=[O:38])=[CH:18][CH:17]=3)[C:12]([CH3:23])=[N:11][C:10]=2[CH2:24][CH2:25][CH3:26])=[C:2]([F:1])[CH:3]=1)#[N:34]. The yield is 0.960. (6) The product is [C:1]([C:5]1[CH:6]=[C:7]2[C:8](=[CH:9][C:10]=1[N+:11]([O-:13])=[O:12])[NH:14][CH:15]=[CH:16]2)([CH3:4])([CH3:3])[CH3:2]. The yield is 0.690. The reactants are [C:1]([C:5]1[C:10]([N+:11]([O-:13])=[O:12])=[CH:9][C:8]([NH:14][C:15]#[C:16][Si](C)(C)C)=[CH:7][CH:6]=1)([CH3:4])([CH3:3])[CH3:2]. The catalyst is CN(C=O)C.[Cu]I. (7) The reactants are [Cl:1][C:2]1[CH:7]=[CH:6][C:5]([OH:8])=[CH:4][CH:3]=1.[CH3:9][C:10]1[C:11](=O)[C:12](C)=[CH:13]C(=O)[CH:15]=1.CC(OP(C1C=CC=CC=1)C1C=CC=CC=1)(CC=C)C. The catalyst is ClC(Cl)C. The product is [Cl:1][C:2]1[CH:7]=[CH:6][C:5]([O:8][C:10]([CH3:15])([CH3:9])[CH2:11][CH:12]=[CH2:13])=[CH:4][CH:3]=1. The yield is 0.0200. (8) The reactants are Br[C:2]1[CH:3]=[C:4]([C:14]([NH:16][CH2:17][C:18]2[C:19](=[O:26])[NH:20][C:21]([CH3:25])=[CH:22][C:23]=2[CH3:24])=[O:15])[C:5]2[CH:10]=[N:9][N:8]([CH:11]([CH3:13])[CH3:12])[C:6]=2[N:7]=1.[NH2:27][C:28]1[N:33]=[CH:32][C:31](B(O)O)=[CH:30][N:29]=1.C([O-])([O-])=O.[Na+].[Na+].CCOC(C)=O. The catalyst is O1CCOCC1.O.C1C=CC([P]([Pd]([P](C2C=CC=CC=2)(C2C=CC=CC=2)C2C=CC=CC=2)([P](C2C=CC=CC=2)(C2C=CC=CC=2)C2C=CC=CC=2)[P](C2C=CC=CC=2)(C2C=CC=CC=2)C2C=CC=CC=2)(C2C=CC=CC=2)C2C=CC=CC=2)=CC=1. The product is [NH2:27][C:28]1[N:33]=[CH:32][C:31]([C:2]2[CH:3]=[C:4]([C:14]([NH:16][CH2:17][C:18]3[C:19](=[O:26])[NH:20][C:21]([CH3:25])=[CH:22][C:23]=3[CH3:24])=[O:15])[C:5]3[CH:10]=[N:9][N:8]([CH:11]([CH3:13])[CH3:12])[C:6]=3[N:7]=2)=[CH:30][N:29]=1. The yield is 0.450. (9) The reactants are C(OC([NH:8][C:9]1[S:13][C:12]([C:14]2[C:19]([F:20])=[CH:18][CH:17]=[CH:16][C:15]=2[F:21])=[N:11][C:10]=1[C:22]([NH:24][C:25]1[CH:29]=[N:28][N:27]([CH3:30])[C:26]=1[N:31]1[CH2:37][CH2:36][C:35]([O:39][CH3:40])([CH3:38])[CH:34]([NH:41]C(=O)OC(C)(C)C)[CH2:33][CH2:32]1)=[O:23])=O)(C)(C)C.Cl.O1CCOCC1. The catalyst is CO. The product is [NH2:8][C:9]1[S:13][C:12]([C:14]2[C:19]([F:20])=[CH:18][CH:17]=[CH:16][C:15]=2[F:21])=[N:11][C:10]=1[C:22]([NH:24][C:25]1[CH:29]=[N:28][N:27]([CH3:30])[C:26]=1[N:31]1[CH2:32][CH2:33][CH:34]([NH2:41])[C:35]([O:39][CH3:40])([CH3:38])[CH2:36][CH2:37]1)=[O:23]. The yield is 0.740. (10) The reactants are [C:1]([O:5][C:6](=[O:26])[C:7]1[CH:12]=[CH:11][C:10](F)=[CH:9][C:8]=1[N:14]([C@@H:21]([CH3:25])[CH2:22][O:23][CH3:24])[C:15](=[O:20])[C:16]([F:19])([F:18])[F:17])([CH3:4])([CH3:3])[CH3:2].[CH3:27][N:28]1[CH2:33][CH2:32][NH:31][CH2:30][CH2:29]1. The catalyst is O1CCCC1. The product is [C:1]([O:5][C:6](=[O:26])[C:7]1[CH:12]=[CH:11][C:10]([N:31]2[CH2:32][CH2:33][N:28]([CH3:27])[CH2:29][CH2:30]2)=[CH:9][C:8]=1[N:14]([C@@H:21]([CH3:25])[CH2:22][O:23][CH3:24])[C:15](=[O:20])[C:16]([F:19])([F:18])[F:17])([CH3:4])([CH3:3])[CH3:2]. The yield is 0.840.